Task: Regression. Given two drug SMILES strings and cell line genomic features, predict the synergy score measuring deviation from expected non-interaction effect.. Dataset: NCI-60 drug combinations with 297,098 pairs across 59 cell lines (1) Synergy scores: CSS=74.6, Synergy_ZIP=-5.31, Synergy_Bliss=-6.17, Synergy_Loewe=-6.17, Synergy_HSA=-2.88. Drug 2: C1CN(CCN1C(=O)CCBr)C(=O)CCBr. Cell line: KM12. Drug 1: CC=C1C(=O)NC(C(=O)OC2CC(=O)NC(C(=O)NC(CSSCCC=C2)C(=O)N1)C(C)C)C(C)C. (2) Drug 1: CC1=CC=C(C=C1)C2=CC(=NN2C3=CC=C(C=C3)S(=O)(=O)N)C(F)(F)F. Drug 2: C1CN1P(=S)(N2CC2)N3CC3. Cell line: PC-3. Synergy scores: CSS=6.63, Synergy_ZIP=-4.84, Synergy_Bliss=-3.41, Synergy_Loewe=-4.75, Synergy_HSA=-2.10. (3) Drug 1: C1=CC(=CC=C1CC(C(=O)O)N)N(CCCl)CCCl.Cl. Drug 2: C1=CN(C=N1)CC(O)(P(=O)(O)O)P(=O)(O)O. Cell line: COLO 205. Synergy scores: CSS=0.780, Synergy_ZIP=-7.14, Synergy_Bliss=-9.83, Synergy_Loewe=-27.6, Synergy_HSA=-15.0. (4) Drug 1: COC1=CC(=CC(=C1O)OC)C2C3C(COC3=O)C(C4=CC5=C(C=C24)OCO5)OC6C(C(C7C(O6)COC(O7)C8=CC=CS8)O)O. Drug 2: CC(C)NC(=O)C1=CC=C(C=C1)CNNC.Cl. Cell line: SK-OV-3. Synergy scores: CSS=29.5, Synergy_ZIP=-0.0861, Synergy_Bliss=5.55, Synergy_Loewe=-50.3, Synergy_HSA=4.14. (5) Drug 1: C1CC(=O)NC(=O)C1N2CC3=C(C2=O)C=CC=C3N. Drug 2: C1=CC(=CC=C1C#N)C(C2=CC=C(C=C2)C#N)N3C=NC=N3. Cell line: SW-620. Synergy scores: CSS=-0.604, Synergy_ZIP=-0.738, Synergy_Bliss=-5.94, Synergy_Loewe=-4.58, Synergy_HSA=-6.32. (6) Drug 1: CN(C)C1=NC(=NC(=N1)N(C)C)N(C)C. Drug 2: CC12CCC3C(C1CCC2OP(=O)(O)O)CCC4=C3C=CC(=C4)OC(=O)N(CCCl)CCCl.[Na+]. Cell line: MOLT-4. Synergy scores: CSS=-16.4, Synergy_ZIP=0.977, Synergy_Bliss=-9.98, Synergy_Loewe=-15.5, Synergy_HSA=-14.6. (7) Drug 1: C1CCC(C(C1)N)N.C(=O)(C(=O)[O-])[O-].[Pt+4]. Drug 2: CC12CCC3C(C1CCC2OP(=O)(O)O)CCC4=C3C=CC(=C4)OC(=O)N(CCCl)CCCl.[Na+]. Cell line: CCRF-CEM. Synergy scores: CSS=54.8, Synergy_ZIP=-0.677, Synergy_Bliss=1.70, Synergy_Loewe=-31.4, Synergy_HSA=2.67.